Predict the reaction yield, written as a fraction of the theoretical maximum amount of product (1.0 means a 100% yield; for example, 0.34 means a 34% yield). From a dataset of Reaction yield outcomes from USPTO patents with 853,638 reactions. (1) The reactants are [C:1]([OH:7])(=O)[CH2:2][CH2:3][CH:4]=[CH2:5].[NH2:8][C@H:9]([C:30]1[CH:35]=[CH:34][CH:33]=[CH:32][CH:31]=1)[CH2:10][N:11]([CH3:29])[C:12](=[O:28])[C@H:13]([CH2:17][C:18](=[O:27])[CH2:19][C:20]1[CH:25]=[CH:24][C:23]([Cl:26])=[CH:22][CH:21]=1)[CH2:14][CH:15]=[CH2:16]. The catalyst is CN(C=O)C. The product is [Cl:26][C:23]1[CH:24]=[CH:25][C:20]([CH2:19][C:18](=[O:27])[CH2:17][C@H:13]([CH2:14][CH:15]=[CH2:16])[C:12]([N:11]([CH3:29])[CH2:10][C@H:9]([NH:8][C:1](=[O:7])[CH2:2][CH2:3][CH:4]=[CH2:5])[C:30]2[CH:31]=[CH:32][CH:33]=[CH:34][CH:35]=2)=[O:28])=[CH:21][CH:22]=1. The yield is 0.770. (2) The reactants are [Cl:1][C:2]1[C:3]([O:12][C:13]2[CH:18]=[C:17]([O:19][CH:20]([CH3:22])[CH3:21])[CH:16]=[CH:15][C:14]=2/[CH:23]=[C:24](\[CH3:28])/[C:25]([OH:27])=O)=[N:4][CH:5]=[C:6]([C:8]([F:11])([F:10])[F:9])[CH:7]=1.Cl.C(N=C=NCCCN(C)C)C.[CH2:41]([NH:46][S:47]([NH2:50])(=[O:49])=[O:48])[CH2:42][CH2:43][CH2:44][CH3:45].Cl. The catalyst is C(#N)C.CN(C)C1C=CN=CC=1.C(OCC)(=O)C. The product is [Cl:1][C:2]1[C:3]([O:12][C:13]2[CH:18]=[C:17]([O:19][CH:20]([CH3:22])[CH3:21])[CH:16]=[CH:15][C:14]=2/[CH:23]=[C:24](\[CH3:28])/[C:25]([NH:50][S:47]([NH:46][CH2:41][CH2:42][CH2:43][CH2:44][CH3:45])(=[O:49])=[O:48])=[O:27])=[N:4][CH:5]=[C:6]([C:8]([F:9])([F:11])[F:10])[CH:7]=1. The yield is 0.690. (3) The reactants are P(Cl)(Cl)(Cl)=O.[Cl:6][C:7]1[N:12]=[C:11]([N:13]([CH:15]2[CH2:18][CH2:17][CH2:16]2)[CH3:14])[CH:10]=[N:9][CH:8]=1.O.CN([CH:23]=[O:24])C. No catalyst specified. The product is [Cl:6][C:7]1[C:8]([CH:23]=[O:24])=[N:9][CH:10]=[C:11]([N:13]([CH:15]2[CH2:16][CH2:17][CH2:18]2)[CH3:14])[N:12]=1. The yield is 0.660. (4) The reactants are [NH2:1][C:2]1[C:7]([CH:8]=O)=[CH:6][CH:5]=[C:4]([CH2:10][OH:11])[N:3]=1.[N+](=[C:14](P(=O)(OC)OC)C(=O)C)=[N-].C(=O)([O-])[O-].[K+].[K+].[Cl-].[NH4+].[Cl-].[Na+]. The catalyst is CO. The product is [NH2:1][C:2]1[N:3]=[C:4]([CH2:10][OH:11])[CH:5]=[CH:6][C:7]=1[C:8]#[CH:14]. The yield is 0.470. (5) The reactants are Cl[C:2]1[C:3]([C:8]2[C:17]3[C:12](=[CH:13][CH:14]=[CH:15][CH:16]=3)[C:11]([C:18]#[N:19])=[CH:10][CH:9]=2)=[N:4][CH:5]=[CH:6][N:7]=1.[C:20]([O:24][CH3:25])(=[O:23])[CH2:21][SH:22].C(=O)([O-])[O-].[Na+].[Na+]. The catalyst is CN(C=O)C. The product is [C:18]([C:11]1[C:12]2[C:17](=[CH:16][CH:15]=[CH:14][CH:13]=2)[C:8]([C:3]2[C:2]([S:22][CH2:21][C:20]([O:24][CH3:25])=[O:23])=[N:7][CH:6]=[CH:5][N:4]=2)=[CH:9][CH:10]=1)#[N:19]. The yield is 0.630.